Task: Predict the product of the given reaction.. Dataset: Forward reaction prediction with 1.9M reactions from USPTO patents (1976-2016) (1) The product is: [CH3:1][O:2][C:3](=[O:29])[CH2:4][C:5]1[C:14]([CH3:15])=[C:13]([C:16](=[CH2:27])[CH2:17][CH2:18][NH2:19])[C:12]2[C:7](=[CH:8][CH:9]=[C:10]([F:28])[CH:11]=2)[CH:6]=1. Given the reactants [CH3:1][O:2][C:3](=[O:29])[CH2:4][C:5]1[C:14]([CH3:15])=[C:13]([C:16](=[CH2:27])[CH2:17][CH2:18][NH:19]C(OC(C)(C)C)=O)[C:12]2[C:7](=[CH:8][CH:9]=[C:10]([F:28])[CH:11]=2)[CH:6]=1.FC(F)(F)C(O)=O, predict the reaction product. (2) Given the reactants C[Si]([N-][Si](C)(C)C)(C)C.[Na+].C(OC([N:18]1[CH2:23][CH2:22][CH:21]([C:24]#[N:25])[CH2:20][CH2:19]1)=O)(C)(C)C.[Br:26][C:27]1[CH:28]=[CH:29][C:30](F)=[N:31][CH:32]=1.C(=O)([O-])[O-].[K+].[K+], predict the reaction product. The product is: [Br:26][C:27]1[CH:28]=[CH:29][C:30]([C:21]2([C:24]#[N:25])[CH2:20][CH2:19][NH:18][CH2:23][CH2:22]2)=[N:31][CH:32]=1. (3) The product is: [C:23]([O:22][C:20]([N:1]([CH2:3][C:4]([OH:6])=[O:5])[CH3:2])=[O:21])([CH3:24])([CH3:25])[CH3:26]. Given the reactants [NH:1]([CH2:3][C:4]([OH:6])=[O:5])[CH3:2].C(=O)(O)[O-].[Na+].[C:20](O[C:20]([O:22][C:23]([CH3:26])([CH3:25])[CH3:24])=[O:21])([O:22][C:23]([CH3:26])([CH3:25])[CH3:24])=[O:21].Cl, predict the reaction product. (4) Given the reactants [N:1]12[CH2:8][CH2:7][CH:4]([CH2:5][CH2:6]1)[C@@H:3]([O:9][C:10](=[O:39])[NH:11][C:12]1[CH:17]=[C:16](/[CH:18]=[CH:19]/[CH2:20][N:21]3[C:25]4[CH:26]=[CH:27][C:28]([CH:30]=O)=[CH:29][C:24]=4[O:23][C:22]3=[O:32])[CH:15]=[CH:14][C:13]=1[C:33]1[CH:38]=[CH:37][CH:36]=[CH:35][CH:34]=1)[CH2:2]2.C(O)(=O)C.[NH2:44][CH2:45][C@@H:46]([C:55]1[CH:64]=[CH:63][C:62]([OH:65])=[C:61]2[C:56]=1[CH:57]=[CH:58][C:59](=[O:66])[NH:60]2)[O:47][Si:48]([C:51]([CH3:54])([CH3:53])[CH3:52])([CH3:50])[CH3:49].CCN(C(C)C)C(C)C.C(O[BH-](OC(=O)C)OC(=O)C)(=O)C.[Na+], predict the reaction product. The product is: [N:1]12[CH2:6][CH2:5][CH:4]([CH2:7][CH2:8]1)[C@@H:3]([O:9][C:10](=[O:39])[NH:11][C:12]1[CH:17]=[C:16](/[CH:18]=[CH:19]/[CH2:20][N:21]3[C:25]4[CH:26]=[CH:27][C:28]([CH2:30][NH:44][CH2:45][C@H:46]([O:47][Si:48]([C:51]([CH3:54])([CH3:53])[CH3:52])([CH3:50])[CH3:49])[C:55]5[CH:64]=[CH:63][C:62]([OH:65])=[C:61]6[C:56]=5[CH:57]=[CH:58][C:59](=[O:66])[NH:60]6)=[CH:29][C:24]=4[O:23][C:22]3=[O:32])[CH:15]=[CH:14][C:13]=1[C:33]1[CH:38]=[CH:37][CH:36]=[CH:35][CH:34]=1)[CH2:2]2. (5) The product is: [Br:10][C:7]1[CH:8]=[CH:9][C:4]([C:2]2[N:14]([CH3:16])[N:22]=[CH:21][CH:1]=2)=[CH:5][CH:6]=1. Given the reactants [CH3:1][C:2]([C:4]1[CH:9]=[CH:8][C:7]([Br:10])=[CH:6][CH:5]=1)=O.COC(OC)[N:14]([CH3:16])C.CO.[CH3:21][NH:22]N, predict the reaction product. (6) Given the reactants [C:1]([O:5][C:6](=[O:25])[NH:7][C:8]1[CH:13]=[C:12]([N:14]([CH2:16][CH:17]([CH3:19])[CH3:18])[CH3:15])[C:11]([C:20]([F:23])([F:22])[F:21])=[CH:10][C:9]=1[NH2:24])([CH3:4])([CH3:3])[CH3:2].C([O:30][C:31](=O)[CH2:32][C:33](=[O:45])[C:34]1[CH:39]=[CH:38][CH:37]=[C:36]([N:40]2[CH:44]=[CH:43][N:42]=[N:41]2)[CH:35]=1)(C)(C)C, predict the reaction product. The product is: [C:1]([O:5][C:6](=[O:25])[NH:7][C:8]1[CH:13]=[C:12]([N:14]([CH2:16][CH:17]([CH3:19])[CH3:18])[CH3:15])[C:11]([C:20]([F:23])([F:22])[F:21])=[CH:10][C:9]=1[NH:24][C:31](=[O:30])[CH2:32][C:33](=[O:45])[C:34]1[CH:39]=[CH:38][CH:37]=[C:36]([N:40]2[CH:44]=[CH:43][N:42]=[N:41]2)[CH:35]=1)([CH3:3])([CH3:4])[CH3:2].